From a dataset of Forward reaction prediction with 1.9M reactions from USPTO patents (1976-2016). Predict the product of the given reaction. (1) Given the reactants [Cl:1][C:2]1[CH:9]=[CH:8][CH:7]=[C:6]([C:10]([F:13])([F:12])[F:11])[C:3]=1[CH:4]=[O:5].[CH3:14][Mg+].[Br-].[NH4+].[Cl-], predict the reaction product. The product is: [Cl:1][C:2]1[CH:9]=[CH:8][CH:7]=[C:6]([C:10]([F:11])([F:12])[F:13])[C:3]=1[CH:4]([OH:5])[CH3:14]. (2) Given the reactants C([O:5][NH:6][C:7](=[O:21])[C:8]1[CH:13]=[CH:12][C:11]([C:14]2[CH:19]=[CH:18][CH:17]=[C:16]([NH2:20])[CH:15]=2)=[CH:10][CH:9]=1)(C)(C)C.[C:22]1([CH2:28][C:29](O)=[O:30])[CH:27]=[CH:26][CH:25]=[CH:24][CH:23]=1.C1N(P(Cl)(N2C(=O)OCC2)=O)C(=O)OC1, predict the reaction product. The product is: [OH:5][NH:6][C:7](=[O:21])[C:8]1[CH:9]=[CH:10][C:11]([C:14]2[CH:19]=[CH:18][CH:17]=[C:16]([NH:20][C:29]([CH2:28][C:22]3[CH:27]=[CH:26][CH:25]=[CH:24][CH:23]=3)=[O:30])[CH:15]=2)=[CH:12][CH:13]=1. (3) Given the reactants [OH:1][C@H:2]1[CH2:5][C@@H:4]([NH:6][C:7]2[C:12]([C:13]#[N:14])=[CH:11][N:10]=[C:9](S(C)(=O)=O)[N:8]=2)[C:3]1([CH3:20])[CH3:19].[NH2:21][CH2:22][CH2:23][C:24]1[CH:31]=[CH:30][C:27]([C:28]#[N:29])=[C:26]([O:32][C:33]([F:36])([F:35])[F:34])[CH:25]=1.CCN(C(C)C)C(C)C, predict the reaction product. The product is: [C:28]([C:27]1[CH:30]=[CH:31][C:24]([CH2:23][CH2:22][NH:21][C:9]2[N:8]=[C:7]([NH:6][C@@H:4]3[CH2:5][C@H:2]([OH:1])[C:3]3([CH3:20])[CH3:19])[C:12]([C:13]#[N:14])=[CH:11][N:10]=2)=[CH:25][C:26]=1[O:32][C:33]([F:34])([F:35])[F:36])#[N:29].